This data is from Drug-target binding data from BindingDB using Kd measurements. The task is: Regression. Given a target protein amino acid sequence and a drug SMILES string, predict the binding affinity score between them. We predict pKd (pKd = -log10(Kd in M); higher means stronger binding). Dataset: bindingdb_kd. (1) The pKd is 3.3. The target protein (Q99816) has sequence MAVSESQLKKMVSKYKYRDLTVRETVNVITLYKDLKPVLDSYVFNDGSSRELMNLTGTIPVPYRGNTYNIPICLWLLDTYPYNPPICFVKPTSSMTIKTGKHVDANGKIYLPYLHEWKHPQSDLLGLIQVMIVVFGDEPPVFSRPISASYPPYQATGPPNTSYMPGMPGGISPYPSGYPPNPSGYPGCPYPPGGPYPATTSSQYPSQPPVTTVGPSRDGTISEDTIRASLISAVSDKLRWRMKEEMDRAQAELNALKRTEEDLKKGHQKLEEMVTRLDQEVAEVDKNIELLKKKDEELSSALEKMENQSENNDIDEVIIPTAPLYKQILNLYAEENAIEDTIFYLGEALRRGVIDLDVFLKHVRLLSRKQFQLRALMQKARKTAGLSDLY. The drug is C[C@@H]1NC(=O)[C@H]([C@@H](C)O)NC(=O)[C@@H]2CCCN2C(=O)CN(C(=O)[C@@H]2CCCN2C(=O)CCCCNC(=S)Nc2ccc3c(c2)C2(OC3=O)c3ccc(O)cc3Oc3cc(O)ccc32)CCCC=CCN(CC(=O)N[C@@H](CCC(=O)O)C(N)=O)C(=O)[C@@H]2CCCN2C(=O)[C@@H]2CCCN2C1=O. (2) The small molecule is CCCS(=O)(=O)Nc1ccc(F)c(C(=O)c2c[nH]c3ncc(Cl)cc23)c1F. The target protein (Q9H2X6) has sequence MAPVYEGMASHVQVFSPHTLQSSAFCSVKKLKIEPSSNWDMTGYGSHSKVYSQSKNIPLSQPATTTVSTSLPVPNPSLPYEQTIVFPGSTGHIVVTSASSTSVTGQVLGGPHNLMRRSTVSLLDTYQKCGLKRKSEEIENTSSVQIIEEHPPMIQNNASGATVATATTSTATSKNSGSNSEGDYQLVQHEVLCSMTNTYEVLEFLGRGTFGQVVKCWKRGTNEIVAIKILKNHPSYARQGQIEVSILARLSTESADDYNFVRAYECFQHKNHTCLVFEMLEQNLYDFLKQNKFSPLPLKYIRPVLQQVATALMKLKSLGLIHADLKPENIMLVDPSRQPYRVKVIDFGSASHVSKAVCSTYLQSRYYRAPEIILGLPFCEAIDMWSLGCVIAELFLGWPLYPGASEYDQIRYISQTQGLPAEYLLSAGTKTTRFFNRDTDSPYPLWRLKTPDDHEAETGIKSKEARKYIFNCLDDMAQVNMTTDLEGSDMLVEKADRREF.... The pKd is 5.3.